From a dataset of NCI-60 drug combinations with 297,098 pairs across 59 cell lines. Regression. Given two drug SMILES strings and cell line genomic features, predict the synergy score measuring deviation from expected non-interaction effect. (1) Drug 1: C1=C(C(=O)NC(=O)N1)N(CCCl)CCCl. Drug 2: CCC(=C(C1=CC=CC=C1)C2=CC=C(C=C2)OCCN(C)C)C3=CC=CC=C3.C(C(=O)O)C(CC(=O)O)(C(=O)O)O. Cell line: U251. Synergy scores: CSS=20.8, Synergy_ZIP=-2.53, Synergy_Bliss=-1.88, Synergy_Loewe=-6.18, Synergy_HSA=-2.24. (2) Drug 1: CCC1=CC2CC(C3=C(CN(C2)C1)C4=CC=CC=C4N3)(C5=C(C=C6C(=C5)C78CCN9C7C(C=CC9)(C(C(C8N6C)(C(=O)OC)O)OC(=O)C)CC)OC)C(=O)OC.C(C(C(=O)O)O)(C(=O)O)O. Drug 2: CCCS(=O)(=O)NC1=C(C(=C(C=C1)F)C(=O)C2=CNC3=C2C=C(C=N3)C4=CC=C(C=C4)Cl)F. Cell line: SK-MEL-2. Synergy scores: CSS=38.3, Synergy_ZIP=-2.70, Synergy_Bliss=-5.97, Synergy_Loewe=-44.4, Synergy_HSA=-8.41. (3) Drug 1: CC1=C(N=C(N=C1N)C(CC(=O)N)NCC(C(=O)N)N)C(=O)NC(C(C2=CN=CN2)OC3C(C(C(C(O3)CO)O)O)OC4C(C(C(C(O4)CO)O)OC(=O)N)O)C(=O)NC(C)C(C(C)C(=O)NC(C(C)O)C(=O)NCCC5=NC(=CS5)C6=NC(=CS6)C(=O)NCCC[S+](C)C)O. Drug 2: CC1C(C(CC(O1)OC2CC(CC3=C2C(=C4C(=C3O)C(=O)C5=C(C4=O)C(=CC=C5)OC)O)(C(=O)CO)O)N)O.Cl. Cell line: HCT-15. Synergy scores: CSS=28.1, Synergy_ZIP=-14.4, Synergy_Bliss=-20.2, Synergy_Loewe=-15.1, Synergy_HSA=-13.9. (4) Drug 1: C1=CC(=CC=C1CCCC(=O)O)N(CCCl)CCCl. Synergy scores: CSS=-7.69, Synergy_ZIP=-1.77, Synergy_Bliss=-9.45, Synergy_Loewe=-13.0, Synergy_HSA=-11.9. Drug 2: CC1=C(C=C(C=C1)C(=O)NC2=CC(=CC(=C2)C(F)(F)F)N3C=C(N=C3)C)NC4=NC=CC(=N4)C5=CN=CC=C5. Cell line: EKVX. (5) Drug 1: C1=CC(=CC=C1CCCC(=O)O)N(CCCl)CCCl. Drug 2: CC1=C2C(C(=O)C3(C(CC4C(C3C(C(C2(C)C)(CC1OC(=O)C(C(C5=CC=CC=C5)NC(=O)OC(C)(C)C)O)O)OC(=O)C6=CC=CC=C6)(CO4)OC(=O)C)O)C)O. Cell line: A498. Synergy scores: CSS=23.5, Synergy_ZIP=-10.7, Synergy_Bliss=-9.40, Synergy_Loewe=-8.38, Synergy_HSA=-6.32. (6) Drug 1: COC1=C(C=C2C(=C1)N=CN=C2NC3=CC(=C(C=C3)F)Cl)OCCCN4CCOCC4. Drug 2: CC1=C(C(=O)C2=C(C1=O)N3CC4C(C3(C2COC(=O)N)OC)N4)N. Cell line: RXF 393. Synergy scores: CSS=22.4, Synergy_ZIP=0.0900, Synergy_Bliss=9.98, Synergy_Loewe=7.14, Synergy_HSA=7.44. (7) Drug 1: CCC(=C(C1=CC=CC=C1)C2=CC=C(C=C2)OCCN(C)C)C3=CC=CC=C3.C(C(=O)O)C(CC(=O)O)(C(=O)O)O. Drug 2: CC1C(C(CC(O1)OC2CC(OC(C2O)C)OC3=CC4=CC5=C(C(=O)C(C(C5)C(C(=O)C(C(C)O)O)OC)OC6CC(C(C(O6)C)O)OC7CC(C(C(O7)C)O)OC8CC(C(C(O8)C)O)(C)O)C(=C4C(=C3C)O)O)O)O. Cell line: K-562. Synergy scores: CSS=65.9, Synergy_ZIP=9.84, Synergy_Bliss=10.0, Synergy_Loewe=11.5, Synergy_HSA=11.2. (8) Drug 1: C1=CC(=CC=C1CC(C(=O)O)N)N(CCCl)CCCl.Cl. Drug 2: CCC(=C(C1=CC=CC=C1)C2=CC=C(C=C2)OCCN(C)C)C3=CC=CC=C3.C(C(=O)O)C(CC(=O)O)(C(=O)O)O. Cell line: UO-31. Synergy scores: CSS=5.51, Synergy_ZIP=-3.83, Synergy_Bliss=-5.11, Synergy_Loewe=-4.33, Synergy_HSA=-4.28. (9) Drug 1: CNC(=O)C1=NC=CC(=C1)OC2=CC=C(C=C2)NC(=O)NC3=CC(=C(C=C3)Cl)C(F)(F)F. Drug 2: C1=CC=C(C(=C1)C(C2=CC=C(C=C2)Cl)C(Cl)Cl)Cl. Cell line: A498. Synergy scores: CSS=-1.76, Synergy_ZIP=10.6, Synergy_Bliss=8.74, Synergy_Loewe=7.93, Synergy_HSA=5.91.